Dataset: Forward reaction prediction with 1.9M reactions from USPTO patents (1976-2016). Task: Predict the product of the given reaction. (1) Given the reactants [S:1]1[CH:5]=[CH:4][N:3]=[C:2]1[C:6]1[CH:12]=[CH:11][CH:10]=[CH:9][C:7]=1[NH2:8].Cl[CH2:14]C=O, predict the reaction product. The product is: [CH3:14][C:4]1[N:3]=[C:2]([C:6]2[CH:12]=[CH:11][CH:10]=[CH:9][C:7]=2[NH2:8])[S:1][CH:5]=1. (2) Given the reactants [F:1][C:2]1([F:30])[CH2:7][CH2:6][N:5]([C:8]([C:10]2[NH:11][C:12]3[C:17]([CH:18]=2)=[CH:16][C:15]([C:19]([N:21]2[CH2:26][CH2:25][N:24]([CH:27]([CH3:29])[CH3:28])[CH2:23][CH2:22]2)=[O:20])=[CH:14][CH:13]=3)=[O:9])[CH2:4][CH2:3]1.[Cl:31][C:32]1[CH:37]=[CH:36][C:35](B(O)O)=[CH:34][CH:33]=1.N1C=CC=CC=1, predict the reaction product. The product is: [Cl:31][C:32]1[CH:37]=[CH:36][C:35]([N:11]2[C:12]3[C:17](=[CH:16][C:15]([C:19]([N:21]4[CH2:22][CH2:23][N:24]([CH:27]([CH3:28])[CH3:29])[CH2:25][CH2:26]4)=[O:20])=[CH:14][CH:13]=3)[CH:18]=[C:10]2[C:8]([N:5]2[CH2:6][CH2:7][C:2]([F:1])([F:30])[CH2:3][CH2:4]2)=[O:9])=[CH:34][CH:33]=1. (3) Given the reactants CN1CCOCC1.[C:8]([O:12][C:13]([N:15]1[CH2:20][CH2:19][N:18]([C:21]2[CH:26]=[CH:25][CH:24]=[C:23]([C:27]#[N:28])[CH:22]=2)[CH:17]([C:29]([OH:31])=O)[CH2:16]1)=[O:14])([CH3:11])([CH3:10])[CH3:9].[NH2:32][C:33]1[CH:38]=[CH:37][C:36]([N:39]2[CH2:44][CH2:43][CH2:42][CH2:41][C:40]2=[O:45])=[CH:35][CH:34]=1.Cl.CN(C)CCCN=C=NCC.O.OC1C2N=NNC=2C=CC=1, predict the reaction product. The product is: [C:27]([C:23]1[CH:22]=[C:21]([N:18]2[CH2:19][CH2:20][N:15]([C:13]([O:12][C:8]([CH3:9])([CH3:11])[CH3:10])=[O:14])[CH2:16][CH:17]2[C:29](=[O:31])[NH:32][C:33]2[CH:38]=[CH:37][C:36]([N:39]3[CH2:44][CH2:43][CH2:42][CH2:41][C:40]3=[O:45])=[CH:35][CH:34]=2)[CH:26]=[CH:25][CH:24]=1)#[N:28]. (4) Given the reactants Br[C:2]1[C:3]([C:23]2[CH:28]=[CH:27][C:26]([Cl:29])=[CH:25][CH:24]=2)=[CH:4][C:5]2[N:6]([C:8]([CH2:11][C:12]3[C:13]([CH3:22])=[N:14][C:15]([C:18]([F:21])([F:20])[F:19])=[CH:16][CH:17]=3)=[N:9][N:10]=2)[CH:7]=1.[Cl:30][C:31]1[CH:36]=[C:35]([O:37][CH3:38])[CH:34]=[CH:33][C:32]=1B(O)O.C([O-])([O-])=O.[K+].[K+].ClC1C=CC(C2C(C3C=CC(Cl)=CC=3Cl)=CN3C(CC4C=NC(C(F)(F)F)=CC=4)=NN=C3C=2)=CC=1, predict the reaction product. The product is: [Cl:30][C:31]1[CH:36]=[C:35]([O:37][CH3:38])[CH:34]=[CH:33][C:32]=1[C:2]1[C:3]([C:23]2[CH:28]=[CH:27][C:26]([Cl:29])=[CH:25][CH:24]=2)=[CH:4][C:5]2[N:6]([C:8]([CH2:11][C:12]3[C:13]([CH3:22])=[N:14][C:15]([C:18]([F:20])([F:19])[F:21])=[CH:16][CH:17]=3)=[N:9][N:10]=2)[CH:7]=1. (5) Given the reactants [H-].[Na+].[CH2:3]([OH:6])[CH2:4][OH:5].Cl[C:8]1[N:13]=[C:12]([C:14]2[CH:19]=[CH:18][N:17]=[CH:16][CH:15]=2)[N:11]=[C:10]([NH:20][S:21]([CH2:24][CH2:25][C:26]2[CH:31]=[CH:30][CH:29]=[CH:28][CH:27]=2)(=[O:23])=[O:22])[C:9]=1[O:32][C:33]1[CH:38]=[CH:37][CH:36]=[CH:35][C:34]=1[O:39][CH3:40], predict the reaction product. The product is: [OH:5][CH2:4][CH2:3][O:6][C:8]1[N:13]=[C:12]([C:14]2[CH:15]=[CH:16][N:17]=[CH:18][CH:19]=2)[N:11]=[C:10]([NH:20][S:21]([CH2:24][CH2:25][C:26]2[CH:31]=[CH:30][CH:29]=[CH:28][CH:27]=2)(=[O:22])=[O:23])[C:9]=1[O:32][C:33]1[CH:38]=[CH:37][CH:36]=[CH:35][C:34]=1[O:39][CH3:40]. (6) Given the reactants [F:1][C:2]1[CH:10]=[CH:9][C:5]([C:6](O)=[O:7])=[CH:4][CH:3]=1.C[CH2:12][N:13]=[C:14]=NCCCN(C)C.C(N(CC)C(C)C)(C)C.CN[N:33](NC)[SH:34](=[O:36])=[O:35], predict the reaction product. The product is: [CH3:12][N:13]([CH3:14])[S:34]([NH:33][C:6](=[O:7])[C:5]1[CH:9]=[CH:10][C:2]([F:1])=[CH:3][CH:4]=1)(=[O:36])=[O:35]. (7) Given the reactants [CH:1]1([N:5]2[C:9]3[CH:10]=[C:11]([C:14](OCC)=[O:15])[CH:12]=[CH:13][C:8]=3[N:7]=[C:6]2[NH:19][C:20](=[O:26])[CH2:21][C:22]([CH3:25])([CH3:24])[CH3:23])[CH2:4][CH2:3][CH2:2]1.[H-].C([Al+]CC(C)C)C(C)C, predict the reaction product. The product is: [CH:1]1([N:5]2[C:9]3[CH:10]=[C:11]([CH2:14][OH:15])[CH:12]=[CH:13][C:8]=3[N:7]=[C:6]2[NH:19][C:20](=[O:26])[CH2:21][C:22]([CH3:24])([CH3:23])[CH3:25])[CH2:2][CH2:3][CH2:4]1. (8) The product is: [OH:32][C:28]1([CH:17]2[CH2:18][CH2:19][NH:15][C:16]2=[O:20])[CH2:29][CH2:30][CH2:31][N:26]2[CH:25]=[N:24][CH:23]=[C:27]12. Given the reactants C([Li])CCC.C(NC(C)C)(C)C.C[Si](C)(C)[N:15]1[CH2:19][CH2:18][CH2:17][C:16]1=[O:20].[CH:23]1[N:24]=[CH:25][N:26]2[CH2:31][CH2:30][CH2:29][C:28](=[O:32])[C:27]=12, predict the reaction product. (9) Given the reactants C([C:3]([N:11]1[CH2:16][CH2:15][N:14]([C:17]([O:19][C:20]([CH3:23])([CH3:22])[CH3:21])=[O:18])[CH2:13][CH2:12]1)=[CH:4][C:5]1[CH:10]=[CH:9][CH:8]=[CH:7][N:6]=1)#N.[N-:24]=[N+:25]=[N-:26].[Na+], predict the reaction product. The product is: [N:6]1[CH:7]=[CH:8][CH:9]=[CH:10][C:5]=1[C:4]1[NH:26][N:25]=[N:24][C:3]=1[N:11]1[CH2:12][CH2:13][N:14]([C:17]([O:19][C:20]([CH3:21])([CH3:22])[CH3:23])=[O:18])[CH2:15][CH2:16]1.